Dataset: Drug-induced liver injury (DILI) classification data. Task: Regression/Classification. Given a drug SMILES string, predict its toxicity properties. Task type varies by dataset: regression for continuous values (e.g., LD50, hERG inhibition percentage) or binary classification for toxic/non-toxic outcomes (e.g., AMES mutagenicity, cardiotoxicity, hepatotoxicity). Dataset: dili. (1) The compound is COc1ccc(Cc2nccc3cc(OC)c(OC)cc23)cc1OC. The result is 1 (causes liver injury). (2) The compound is CC12COC(=O)CC1CCC1C2CCC2(C)C1CCC2(C)O. The result is 1 (causes liver injury). (3) The drug is Cc1c2oc3c(C)ccc(C(=O)NC4C(=O)NC(C(C)C)C(=O)N5CCCC5C(=O)N(C)CC(=O)N(C)C(C(C)C)C(=O)OC4C)c3nc-2c(C(=O)NC2C(=O)NC(C(C)C)C(=O)N3CCCC3C(=O)N(C)CC(=O)N(C)C(C(C)C)C(=O)OC2C)c(N)c1=O. The result is 1 (causes liver injury).